This data is from Forward reaction prediction with 1.9M reactions from USPTO patents (1976-2016). The task is: Predict the product of the given reaction. (1) Given the reactants [CH2:1]([C:3]1([CH2:7][OH:8])[CH2:6][O:5][CH2:4]1)[CH3:2].[CH3:9][C:10]1[CH:15]=[CH:14][C:13]([S:16](Cl)(=[O:18])=[O:17])=[CH:12][CH:11]=1, predict the reaction product. The product is: [CH2:1]([C:3]1([CH2:7][O:8][S:16]([C:13]2[CH:14]=[CH:15][C:10]([CH3:9])=[CH:11][CH:12]=2)(=[O:18])=[O:17])[CH2:6][O:5][CH2:4]1)[CH3:2]. (2) Given the reactants [Br:1][C:2]1[C:7]([CH3:8])=[CH:6][C:5]([OH:9])=[CH:4][C:3]=1[CH3:10].C([O-])([O-])=O.[Cs+].[Cs+].[O:17]1[C:19]2([CH2:24][CH2:23][S:22][CH2:21][CH2:20]2)[CH2:18]1, predict the reaction product. The product is: [Br:1][C:2]1[C:7]([CH3:8])=[CH:6][C:5]([O:9][CH2:18][C:19]2([OH:17])[CH2:24][CH2:23][S:22][CH2:21][CH2:20]2)=[CH:4][C:3]=1[CH3:10]. (3) Given the reactants [CH2:1]([C:13]1[CH:18]=[CH:17][C:16]([C:19]2[O:23][N:22]=[C:21]([C:24]3([C:27]([O:29]CC)=[O:28])[CH2:26][CH2:25]3)[N:20]=2)=[CH:15][CH:14]=1)[CH2:2][CH2:3][CH2:4][CH2:5][CH2:6][CH2:7][CH2:8][CH2:9][CH2:10][CH2:11][CH3:12].[Li+].[OH-].C1COCC1.O, predict the reaction product. The product is: [CH2:1]([C:13]1[CH:18]=[CH:17][C:16]([C:19]2[O:23][N:22]=[C:21]([C:24]3([C:27]([OH:29])=[O:28])[CH2:26][CH2:25]3)[N:20]=2)=[CH:15][CH:14]=1)[CH2:2][CH2:3][CH2:4][CH2:5][CH2:6][CH2:7][CH2:8][CH2:9][CH2:10][CH2:11][CH3:12].